The task is: Predict the reaction yield, written as a fraction of the theoretical maximum amount of product (1.0 means a 100% yield; for example, 0.34 means a 34% yield).. This data is from Reaction yield outcomes from USPTO patents with 853,638 reactions. (1) The reactants are [Cl:1][C:2]1[CH:3]=[C:4]2[C:9](=[CH:10][CH:11]=1)[CH:8]=[C:7]([S:12]([CH2:15][CH2:16][C:17]([N:19]1[CH2:24][CH2:23][CH:22](/[CH:25]=[CH:26]\[C:27]3[N:28]=[C:29]([CH3:32])[NH:30][CH:31]=3)[CH2:21][CH2:20]1)=[O:18])(=[O:14])=[O:13])[CH:6]=[CH:5]2. The catalyst is C1COCC1.[Pt]=O. The product is [Cl:1][C:2]1[CH:3]=[C:4]2[C:9](=[CH:10][CH:11]=1)[CH:8]=[C:7]([S:12]([CH2:15][CH2:16][C:17]([N:19]1[CH2:20][CH2:21][CH:22]([CH2:25][CH2:26][C:27]3[N:28]=[C:29]([CH3:32])[NH:30][CH:31]=3)[CH2:23][CH2:24]1)=[O:18])(=[O:13])=[O:14])[CH:6]=[CH:5]2. The yield is 0.600. (2) The reactants are Cl.[NH2:2][CH2:3][CH:4]([OH:13])[CH2:5][C:6]1[CH:11]=[CH:10][C:9]([F:12])=[CH:8][CH:7]=1.[H-].[Na+].[O:16]1[C:20]2[CH:21]=[CH:22][CH:23]=[CH:24][C:19]=2[CH:18]=[C:17]1[C:25]1[N:29]2[N:30]=[C:31](Cl)[CH:32]=[CH:33][C:28]2=[N:27][CH:26]=1. The catalyst is CN(C=O)C. The product is [O:16]1[C:20]2[CH:21]=[CH:22][CH:23]=[CH:24][C:19]=2[CH:18]=[C:17]1[C:25]1[N:29]2[N:30]=[C:31]([O:13][CH:4]([CH2:5][C:6]3[CH:11]=[CH:10][C:9]([F:12])=[CH:8][CH:7]=3)[CH2:3][NH2:2])[CH:32]=[CH:33][C:28]2=[N:27][CH:26]=1. The yield is 0.0800. (3) The reactants are [NH2:1][C:2]1[CH:10]=[C:9]([F:11])[CH:8]=[C:7]([F:12])[C:3]=1[C:4](O)=[O:5].CC[N:15]=C=NCCCN(C)C.Cl.Cl.C1C=CC2N(O)N=NC=2C=1.C(N(CC)CC)C.[OH-].[NH4+]. The catalyst is C1COCC1. The product is [NH2:1][C:2]1[CH:10]=[C:9]([F:11])[CH:8]=[C:7]([F:12])[C:3]=1[C:4]([NH2:15])=[O:5]. The yield is 0.500. (4) The reactants are F[C:2]1[C:9]([N+:10]([O-:12])=[O:11])=[CH:8][CH:7]=[CH:6][C:3]=1[C:4]#[N:5].[NH2:13][C:14]1[CH:19]=[CH:18][CH:17]=[CH:16][CH:15]=1.C(N(CC)C(C)C)(C)C. The catalyst is C1COCC1. The product is [N+:10]([C:9]1[C:2]([NH:13][C:14]2[CH:19]=[CH:18][CH:17]=[CH:16][CH:15]=2)=[C:3]([CH:6]=[CH:7][CH:8]=1)[C:4]#[N:5])([O-:12])=[O:11]. The yield is 0.770. (5) The catalyst is C(OCC)(=O)C.CC(O)C. The reactants are [F:1][C:2]1[C:7]([C:8]2[CH:9]=[C:10]([CH2:22][N:23](C)[C:24](=O)OC(C)(C)C)[S:11][C:12]=2[S:13]([C:16]2[CH:21]=[CH:20][CH:19]=[CH:18][CH:17]=2)(=[O:15])=[O:14])=[CH:6][CH:5]=[CH:4][N:3]=1.C(OCC)(=O)C.[ClH:38]. The product is [ClH:38].[F:1][C:2]1[C:7]([C:8]2[CH:9]=[C:10]([CH2:22][NH:23][CH3:24])[S:11][C:12]=2[S:13]([C:16]2[CH:21]=[CH:20][CH:19]=[CH:18][CH:17]=2)(=[O:15])=[O:14])=[CH:6][CH:5]=[CH:4][N:3]=1. The yield is 0.620. (6) The reactants are [CH2:1]([N:3]1[C:7]([CH3:8])=[C:6]([CH3:9])[N:5]=[C:4]1[SH:10])[CH3:2].[H-].[Na+].[Cl:13][C:14]1[CH:15]=[C:16]([N+:21]([O-:23])=[O:22])[CH:17]=[CH:18][C:19]=1F. The catalyst is CN(C=O)C.O. The product is [Cl:13][C:14]1[CH:15]=[C:16]([N+:21]([O-:23])=[O:22])[CH:17]=[CH:18][C:19]=1[S:10][C:4]1[N:3]([CH2:1][CH3:2])[C:7]([CH3:8])=[C:6]([CH3:9])[N:5]=1. The yield is 0.730. (7) The reactants are [NH2:1][C:2]1[CH:3]=[C:4]([C@H:8]([NH:10][C:11]2[C:20]3[C:15](=[C:16]([C:21]([NH2:23])=[O:22])[CH:17]=[CH:18][CH:19]=3)[N:14]=[CH:13][N:12]=2)[CH3:9])[CH:5]=[CH:6][CH:7]=1.[F:24][C:25]1[CH:26]=[C:27]([CH:31]=[CH:32][C:33]=1[O:34][CH3:35])[C:28](Cl)=[O:29].O. The catalyst is N1C=CC=CC=1. The product is [F:24][C:25]1[CH:26]=[C:27]([CH:31]=[CH:32][C:33]=1[O:34][CH3:35])[C:28]([NH:1][C:2]1[CH:3]=[C:4]([C@H:8]([NH:10][C:11]2[C:20]3[C:15](=[C:16]([C:21]([NH2:23])=[O:22])[CH:17]=[CH:18][CH:19]=3)[N:14]=[CH:13][N:12]=2)[CH3:9])[CH:5]=[CH:6][CH:7]=1)=[O:29]. The yield is 0.980.